This data is from Reaction yield outcomes from USPTO patents with 853,638 reactions. The task is: Predict the reaction yield, written as a fraction of the theoretical maximum amount of product (1.0 means a 100% yield; for example, 0.34 means a 34% yield). (1) The yield is 0.707. The product is [F:22][C:23]1[C:28]([F:29])=[CH:27][CH:26]=[CH:25][C:24]=1[C:30]1[CH:38]=[CH:37][CH:36]=[C:35]2[C:31]=1[C:32](=[CH:20][C:3]1[NH:4][C:5]3[CH2:10][CH2:9][N:8]([CH2:11][CH2:12][N:13]4[CH2:14][CH2:15][CH2:16][CH2:17][CH2:18]4)[C:7](=[O:19])[C:6]=3[C:2]=1[CH3:1])[C:33](=[O:39])[NH:34]2. The reactants are [CH3:1][C:2]1[C:6]2[C:7](=[O:19])[N:8]([CH2:11][CH2:12][N:13]3[CH2:18][CH2:17][CH2:16][CH2:15][CH2:14]3)[CH2:9][CH2:10][C:5]=2[NH:4][C:3]=1[CH:20]=O.[F:22][C:23]1[C:28]([F:29])=[CH:27][CH:26]=[CH:25][C:24]=1[C:30]1[CH:38]=[CH:37][CH:36]=[C:35]2[C:31]=1[CH2:32][C:33](=[O:39])[NH:34]2. No catalyst specified. (2) The reactants are ClS([N:5]=C=O)(=O)=O.[CH3:8][O:9][C:10]1[CH:11]=[C:12]([CH:16]=[CH:17][C:18]=1[CH3:19])[C:13](O)=O.CN(C=O)C. The catalyst is C(Cl)Cl. The product is [CH3:8][O:9][C:10]1[CH:11]=[C:12]([CH:16]=[CH:17][C:18]=1[CH3:19])[C:13]#[N:5]. The yield is 0.920. (3) The catalyst is C(O)C. The yield is 0.550. The product is [Br:14][C:15]1[CH:20]=[C:19]([F:21])[CH:18]=[CH:17][C:16]=1[C@@H:22]1[N:23]=[C:24]([C:35]2[S:36][CH:37]=[CH:38][N:39]=2)[NH:25][C:26]([CH2:33][N:6]2[CH2:7][C:3]([F:2])([F:13])[CH2:4][C@@H:5]2[CH2:8][CH2:9][C:10]([OH:12])=[O:11])=[C:27]1[C:28]([O:30][CH2:31][CH3:32])=[O:29]. The reactants are Cl.[F:2][C:3]1([F:13])[CH2:7][NH:6][C@@H:5]([CH2:8][CH2:9][C:10]([OH:12])=[O:11])[CH2:4]1.[Br:14][C:15]1[CH:20]=[C:19]([F:21])[CH:18]=[CH:17][C:16]=1[C@H:22]1[C:27]([C:28]([O:30][CH2:31][CH3:32])=[O:29])=[C:26]([CH2:33]Br)[NH:25][C:24]([C:35]2[S:36][CH:37]=[CH:38][N:39]=2)=[N:23]1.C(=O)([O-])[O-].[K+].[K+]. (4) The reactants are [Br:1][C:2]1[C:3](F)=[C:4]2[C:10]([NH:11][C:12](=[O:18])[CH2:13][S:14]([CH3:17])(=[O:16])=[O:15])=[CH:9][NH:8][C:5]2=[N:6][CH:7]=1.[NH:20]1[CH2:25][CH2:24][CH2:23][C@@H:22]([NH:26][C:27](=[O:33])[O:28][C:29]([CH3:32])([CH3:31])[CH3:30])[CH2:21]1. The catalyst is C(O)(CC)C. The product is [Br:1][C:2]1[C:3]([N:20]2[CH2:25][CH2:24][CH2:23][C@@H:22]([NH:26][C:27](=[O:33])[O:28][C:29]([CH3:31])([CH3:30])[CH3:32])[CH2:21]2)=[C:4]2[C:10]([NH:11][C:12](=[O:18])[CH2:13][S:14]([CH3:17])(=[O:16])=[O:15])=[CH:9][NH:8][C:5]2=[N:6][CH:7]=1. The yield is 0.673. (5) The reactants are [CH2:1]([N:3]([CH2:41][CH3:42])[C:4]1[CH:9]=[CH:8][C:7]([NH:10][C:11]([C:13]2[CH:14]=[C:15]([CH:19]=[CH:20][CH:21]=2)[C:16]([OH:18])=O)=[O:12])=[C:6]([C:22]2[CH:27]=[C:26]([C:28](=[O:40])[NH:29][C@@H:30]3[C:39]4[C:34](=[CH:35][CH:36]=[CH:37][CH:38]=4)[CH2:33][CH2:32][CH2:31]3)[CH:25]=[CH:24][N:23]=2)[CH:5]=1)[CH3:2].[CH3:43][NH:44][CH2:45][CH2:46][N:47]1[CH2:52][CH2:51][O:50][CH2:49][CH2:48]1.CCN(C(C)C)C(C)C.CN(C(ON1N=NC2C=CC=NC1=2)=[N+](C)C)C.F[P-](F)(F)(F)(F)F. The catalyst is CN(C=O)C.C(OCC)(=O)C. The product is [CH2:41]([N:3]([CH2:1][CH3:2])[C:4]1[CH:9]=[CH:8][C:7]([NH:10][C:11](=[O:12])[C:13]2[CH:21]=[CH:20][CH:19]=[C:15]([C:16]([N:44]([CH3:43])[CH2:45][CH2:46][N:47]3[CH2:52][CH2:51][O:50][CH2:49][CH2:48]3)=[O:18])[CH:14]=2)=[C:6]([C:22]2[CH:27]=[C:26]([C:28](=[O:40])[NH:29][C@@H:30]3[C:39]4[C:34](=[CH:35][CH:36]=[CH:37][CH:38]=4)[CH2:33][CH2:32][CH2:31]3)[CH:25]=[CH:24][N:23]=2)[CH:5]=1)[CH3:42]. The yield is 0.790. (6) The reactants are [F:1][C:2]1[CH:3]=[C:4]([N:19]([C:28]2[CH:33]=[CH:32][C:31]([F:34])=[CH:30][CH:29]=2)[C:20]([C:22]2([C:25]([NH2:27])=[O:26])[CH2:24][CH2:23]2)=[O:21])[CH:5]=[CH:6][C:7]=1[O:8][C:9]1[CH:14]=[CH:13][N:12]=[C:11]2[CH:15]=[C:16](I)[S:17][C:10]=12.[CH3:35][N:36]1[CH2:41][CH2:40][N:39]([C:42]([CH3:46])([C:44]#[CH:45])[CH3:43])[CH2:38][CH2:37]1. No catalyst specified. The product is [F:1][C:2]1[CH:3]=[C:4]([N:19]([C:28]2[CH:33]=[CH:32][C:31]([F:34])=[CH:30][CH:29]=2)[C:20]([C:22]2([C:25]([NH2:27])=[O:26])[CH2:24][CH2:23]2)=[O:21])[CH:5]=[CH:6][C:7]=1[O:8][C:9]1[CH:14]=[CH:13][N:12]=[C:11]2[CH:15]=[C:16]([C:45]#[C:44][C:42]([CH3:46])([N:39]3[CH2:38][CH2:37][N:36]([CH3:35])[CH2:41][CH2:40]3)[CH3:43])[S:17][C:10]=12. The yield is 0.180. (7) The reactants are [CH3:1][C:2]([NH2:5])([CH3:4])[CH3:3].CCN(CC)CC.[Br:13][C:14]1[CH:15]=[CH:16][C:17]([CH3:24])=[C:18]([S:20](Cl)(=[O:22])=[O:21])[CH:19]=1. The catalyst is ClCCl. The product is [Br:13][C:14]1[CH:15]=[CH:16][C:17]([CH3:24])=[C:18]([S:20]([NH:5][C:2]([CH3:4])([CH3:3])[CH3:1])(=[O:22])=[O:21])[CH:19]=1. The yield is 0.770. (8) The reactants are [F:1][C:2]([F:7])([F:6])[C:3]([OH:5])=[O:4].[Cl:8][C:9]1[CH:10]=[N:11][C:12]2[NH:13][C:14]3[CH:15]=[CH:16][CH:17]=[C:18]([CH:32]=3)[CH2:19][CH2:20][C:21]3[CH:29]=[C:25]([NH:26][C:27]=1[N:28]=2)[CH:24]=[CH:23][C:22]=3[CH2:30]O.[NH2:33][C@H:34]1[CH2:38][CH2:37][N:36]([C:39]([O:41][C:42]([CH3:45])([CH3:44])[CH3:43])=[O:40])[CH2:35]1. No catalyst specified. The product is [F:1][C:2]([F:7])([F:6])[C:3]([OH:5])=[O:4].[F:1][C:2]([F:7])([F:6])[C:3]([OH:5])=[O:4].[Cl:8][C:9]1[CH:10]=[N:11][C:12]2[NH:13][C:14]3[CH:15]=[CH:16][CH:17]=[C:18]([CH:32]=3)[CH2:19][CH2:20][C:21]3[CH:29]=[C:25]([NH:26][C:27]=1[N:28]=2)[CH:24]=[CH:23][C:22]=3[CH2:30][NH:33][C@H:34]1[CH2:38][CH2:37][N:36]([C:39]([O:41][C:42]([CH3:45])([CH3:44])[CH3:43])=[O:40])[CH2:35]1. The yield is 0.470.